From a dataset of Forward reaction prediction with 1.9M reactions from USPTO patents (1976-2016). Predict the product of the given reaction. (1) Given the reactants Cl[CH2:2][CH2:3][O:4][C:5]1[CH:10]=[CH:9][C:8]([CH:11]2[C:20]([C:21]3[CH:22]=[CH:23][C:24]([O:27][CH3:28])=[N:25][CH:26]=3)=[C:19]([CH3:29])[C:18]3[C:13](=[CH:14][C:15]([O:30]COCC[Si](C)(C)C)=[CH:16][CH:17]=3)[O:12]2)=[CH:7][CH:6]=1.[NH:39]1[CH2:44][CH2:43][CH2:42][CH2:41][CH2:40]1, predict the reaction product. The product is: [CH3:28][O:27][C:24]1[N:25]=[CH:26][C:21]([C:20]2[CH:11]([C:8]3[CH:7]=[CH:6][C:5]([O:4][CH2:3][CH2:2][N:39]4[CH2:44][CH2:43][CH2:42][CH2:41][CH2:40]4)=[CH:10][CH:9]=3)[O:12][C:13]3[C:18]([C:19]=2[CH3:29])=[CH:17][CH:16]=[C:15]([OH:30])[CH:14]=3)=[CH:22][CH:23]=1. (2) Given the reactants [C:1]([O:5][C:6](=[O:14])[N:7]([CH2:11][CH:12]=[CH2:13])[CH2:8][C:9]#[CH:10])([CH3:4])([CH3:3])[CH3:2].[CH2:15]([Li])[CH2:16][CH2:17]C.CN(C)P(N(C)C)(N(C)C)=O.ICCC, predict the reaction product. The product is: [C:1]([O:5][C:6](=[O:14])[N:7]([CH2:11][CH:12]=[CH2:13])[CH2:8][C:9]#[C:10][CH2:15][CH2:16][CH3:17])([CH3:4])([CH3:3])[CH3:2].